From a dataset of Forward reaction prediction with 1.9M reactions from USPTO patents (1976-2016). Predict the product of the given reaction. (1) Given the reactants [CH2:1]([O:4][C:5]1([CH3:34])[CH2:10][CH2:9][N:8]([C:11]2[N:16]3[N:17]=[C:18]([CH2:20]I)[CH:19]=[C:15]3[N:14]=[C:13]([CH3:22])[C:12]=2[C@H:23]([O:29][C:30]([CH3:33])([CH3:32])[CH3:31])[C:24]([O:26][CH2:27][CH3:28])=[O:25])[CH2:7][CH2:6]1)[CH:2]=[CH2:3].[CH3:35][C:36]1[CH:46]=[CH:45][C:39]([CH2:40][NH:41][CH:42]2[CH2:44][CH2:43]2)=[C:38]([O:47][C@H:48]([CH2:50][CH:51]=[CH2:52])[CH3:49])[CH:37]=1.CCN(C(C)C)C(C)C, predict the reaction product. The product is: [CH2:1]([O:4][C:5]1([CH3:34])[CH2:10][CH2:9][N:8]([C:11]2[N:16]3[N:17]=[C:18]([CH2:20][N:41]([CH:42]4[CH2:44][CH2:43]4)[CH2:40][C:39]4[CH:45]=[CH:46][C:36]([CH3:35])=[CH:37][C:38]=4[O:47][C@H:48]([CH2:50][CH:51]=[CH2:52])[CH3:49])[CH:19]=[C:15]3[N:14]=[C:13]([CH3:22])[C:12]=2[C@H:23]([O:29][C:30]([CH3:33])([CH3:32])[CH3:31])[C:24]([O:26][CH2:27][CH3:28])=[O:25])[CH2:7][CH2:6]1)[CH:2]=[CH2:3]. (2) Given the reactants Br[C:2]1[N:6](COCC[Si](C)(C)C)[C:5]([C:15]([NH:17][C:18]2[CH:23]=[CH:22][CH:21]=[CH:20][C:19]=2[CH2:24][C:25]([O:27]C(C)(C)C)=[O:26])=[O:16])=[N:4][CH:3]=1.Cl.[NH2:33][CH2:34][C:35]1[CH:36]=[C:37](B(O)O)[CH:38]=[CH:39][CH:40]=1.C(O)(C(F)(F)F)=O.C(Cl)Cl, predict the reaction product. The product is: [NH2:33][CH2:34][C:35]1[CH:40]=[C:39]([C:2]2[N:6]=[C:5]([C:15]([NH:17][C:18]3[CH:23]=[CH:22][CH:21]=[CH:20][C:19]=3[CH2:24][C:25]([OH:27])=[O:26])=[O:16])[NH:4][CH:3]=2)[CH:38]=[CH:37][CH:36]=1. (3) Given the reactants [N:1]1([C:7]([O:9][CH2:10][CH3:11])=[O:8])[CH2:6][CH2:5][NH:4][CH2:3][CH2:2]1.[C:12]1([CH3:21])[CH:17]=[CH:16][CH:15]=[C:14]([N:18]=[C:19]=[O:20])[CH:13]=1, predict the reaction product. The product is: [C:12]1([CH3:21])[CH:17]=[CH:16][CH:15]=[C:14]([NH:18][C:19]([N:4]2[CH2:5][CH2:6][N:1]([C:7]([O:9][CH2:10][CH3:11])=[O:8])[CH2:2][CH2:3]2)=[O:20])[CH:13]=1. (4) Given the reactants C(O[C:4]([C:6]1[C:11](=[O:12])[N:10]([CH2:13][C:14]2[CH:19]=[CH:18][C:17]([F:20])=[CH:16][CH:15]=2)[N:9]2[CH:21]=[CH:22][CH:23]=[C:8]2[C:7]=1[OH:24])=[O:5])C.[NH2:25][CH2:26][C:27]([O-:29])=[O:28].[Na+], predict the reaction product. The product is: [F:20][C:17]1[CH:16]=[CH:15][C:14]([CH2:13][N:10]2[C:11](=[O:12])[C:6]([C:4]([NH:25][CH2:26][C:27]([OH:29])=[O:28])=[O:5])=[C:7]([OH:24])[C:8]3=[CH:23][CH:22]=[CH:21][N:9]23)=[CH:19][CH:18]=1. (5) Given the reactants [Cl:1][C:2]1[CH:10]=[C:9]2[C:5]([C:6]([C:11](=[O:16])C(F)(F)F)=[CH:7][NH:8]2)=[CH:4][CH:3]=1.[OH-:17].[K+].Cl, predict the reaction product. The product is: [Cl:1][C:2]1[CH:10]=[C:9]2[C:5]([C:6]([C:11]([OH:16])=[O:17])=[CH:7][NH:8]2)=[CH:4][CH:3]=1. (6) Given the reactants C(O[CH2:5][C:6]1[N:7]([CH2:27][C:28]2[CH:33]=[CH:32][C:31]([C:34]([CH3:37])([CH3:36])[CH3:35])=[CH:30][CH:29]=2)[C:8]2[C:13]([C:14]=1[C:15](=[O:19])[C:16]([OH:18])=[O:17])=[CH:12][C:11]([C:20]1[CH:25]=[CH:24][CH:23]=[C:22]([CH3:26])[CH:21]=1)=[CH:10][CH:9]=2)(=O)C.[OH-].[K+], predict the reaction product. The product is: [C:34]([C:31]1[CH:30]=[CH:29][C:28]([CH2:27][N:7]2[C:8]3[C:13](=[CH:12][C:11]([C:20]4[CH:25]=[CH:24][CH:23]=[C:22]([CH3:26])[CH:21]=4)=[CH:10][CH:9]=3)[C:14]3[C:15](=[O:19])[C:16](=[O:18])[O:17][CH2:5][C:6]2=3)=[CH:33][CH:32]=1)([CH3:37])([CH3:35])[CH3:36].